This data is from Catalyst prediction with 721,799 reactions and 888 catalyst types from USPTO. The task is: Predict which catalyst facilitates the given reaction. (1) Reactant: [CH2:1]([O:3][C:4](=[O:19])[CH:5]([CH2:10][C:11](=O)[C:12]1[CH:17]=[CH:16][CH:15]=[CH:14][N:13]=1)[C:6](=[O:9])[CH2:7][CH3:8])[CH3:2].[OH-].[Na+].CCOCC. Product: [CH2:1]([O:3][C:4]([CH:5]1[CH2:10][C:11]([C:12]2[CH:17]=[CH:16][CH:15]=[CH:14][N:13]=2)=[C:7]([CH3:8])[C:6]1=[O:9])=[O:19])[CH3:2]. The catalyst class is: 8. (2) Reactant: [C:1]([C:3]1[CH:8]=[CH:7][CH:6]=[CH:5][C:4]=1[NH:9][C:10]1[N:29]=[C:13]2[CH:14]=[N:15][C:16]([C:18]3[CH:19]=[C:20]([CH:26]=[CH:27][CH:28]=3)[C:21]([O:23]CC)=[O:22])=[CH:17][N:12]2[N:11]=1)#[N:2].[OH-].[Na+].Cl. Product: [C:1]([C:3]1[CH:8]=[CH:7][CH:6]=[CH:5][C:4]=1[NH:9][C:10]1[N:29]=[C:13]2[CH:14]=[N:15][C:16]([C:18]3[CH:19]=[C:20]([CH:26]=[CH:27][CH:28]=3)[C:21]([OH:23])=[O:22])=[CH:17][N:12]2[N:11]=1)#[N:2]. The catalyst class is: 111. (3) Reactant: [CH3:1][O:2][C:3]([CH:5]1[N:10](CC2C=CC(OC)=CC=2OC)[CH2:9][C:8]2[C:22]([C:25]3[CH:30]=[CH:29][CH:28]=[CH:27][CH:26]=3)=[CH:23][O:24][C:7]=2[C:6]1=[O:31])=[O:4].S(Cl)(Cl)=O.C(=O)(O)[O-].[Na+]. Product: [CH3:1][O:2][C:3]([C:5]1[N:10]=[CH:9][C:8]2[C:22]([C:25]3[CH:26]=[CH:27][CH:28]=[CH:29][CH:30]=3)=[CH:23][O:24][C:7]=2[C:6]=1[OH:31])=[O:4]. The catalyst class is: 4. (4) Reactant: [C:1](Cl)(Cl)=[O:2].[N:5]1[CH:10]=[CH:9]C=[CH:7][CH:6]=1.[CH3:11][C:12]1[N:17]=[C:16]([NH2:18])[CH:15]=[CH:14][C:13]=1[O:19][C:20]1[CH:25]=[CH:24][N:23]=[C:22]([C:26]2[CH:31]=[CH:30][C:29]([N:32]3[CH2:37][CH2:36][N:35]([CH3:38])[CH2:34][CH2:33]3)=[CH:28][CH:27]=2)[CH:21]=1.CC[N:41]([CH:45](C)C)C(C)C.[OH-:48].[Na+]. Product: [CH2:6]([N:5]1[CH2:10][CH2:9][N:41]([C:45]([NH:18][C:16]2[CH:15]=[CH:14][C:13]([O:19][C:20]3[CH:25]=[CH:24][N:23]=[C:22]([C:26]4[CH:27]=[CH:28][C:29]([N:32]5[CH2:33][CH2:34][N:35]([CH3:38])[CH2:36][CH2:37]5)=[CH:30][CH:31]=4)[CH:21]=3)=[C:12]([CH3:11])[N:17]=2)=[O:48])[C:1]1=[O:2])[CH3:7]. The catalyst class is: 2. (5) Reactant: C(OC([N:8]1[CH2:13][CH2:12][CH:11]([CH2:14][CH2:15][O:16][CH2:17][C:18]2[CH:23]=[CH:22][C:21]([Cl:24])=[CH:20][CH:19]=2)[CH2:10][CH2:9]1)=O)(C)(C)C.Cl.CCOCC. Product: [Cl:24][C:21]1[CH:20]=[CH:19][C:18]([CH2:17][O:16][CH2:15][CH2:14][CH:11]2[CH2:12][CH2:13][NH:8][CH2:9][CH2:10]2)=[CH:23][CH:22]=1. The catalyst class is: 5.